This data is from Retrosynthesis with 50K atom-mapped reactions and 10 reaction types from USPTO. The task is: Predict the reactants needed to synthesize the given product. (1) Given the product CN(C)C1(C)CN(c2cc3nc4c(cc3cc2F)c(=O)c(C(=O)O)cn4C2CC2)C1, predict the reactants needed to synthesize it. The reactants are: CN(C)C1(C)CNC1.O=C(O)c1cn(C2CC2)c2nc3cc(F)c(F)cc3cc2c1=O. (2) Given the product CC(C)(C)OC(=O)N1CC[C@@H](CNc2c(Br)cccc2[N+](=O)[O-])C1, predict the reactants needed to synthesize it. The reactants are: CC(C)(C)OC(=O)N1CC[C@@H](CN)C1.O=[N+]([O-])c1cccc(Br)c1F. (3) Given the product O=C(Nc1ccc(Oc2ccc3[nH]c(C(=O)O)cc3c2)nc1)c1ccc(Cl)c(Cl)c1, predict the reactants needed to synthesize it. The reactants are: COC(=O)c1cc2cc(Oc3ccc(NC(=O)c4ccc(Cl)c(Cl)c4)cn3)ccc2[nH]1. (4) The reactants are: COC(=O)c1cncc(O)c1. Given the product COC(=O)[C@@H]1CNC[C@H](O)C1, predict the reactants needed to synthesize it. (5) Given the product CSCC[C@H](NC(=O)[C@@H](N)Cc1c[nH]c2ccccc12)C(=O)N[C@@H](CC(=O)O)C(=O)N[C@H](C)C(N)=O, predict the reactants needed to synthesize it. The reactants are: CSCC[C@H](NC(=O)[C@H](Cc1c[nH]c2ccccc12)NC(=O)OC(C)(C)C)C(=O)N[C@@H](CC(=O)O)C(=O)N[C@H](C)C(N)=O.